Dataset: Full USPTO retrosynthesis dataset with 1.9M reactions from patents (1976-2016). Task: Predict the reactants needed to synthesize the given product. (1) The reactants are: [NH2:1][C@H:2]1[CH2:7][CH2:6][C@H:5]([NH2:8])[CH2:4][CH2:3]1.Cl[C:10]1[N:18]=[C:17]2[C:13]([N:14]=[CH:15][NH:16]2)=[C:12]([NH:19][C:20]2[CH:34]=[CH:33][C:23]([C:24]([NH:26][C:27]3[CH:32]=[CH:31][CH:30]=[CH:29][CH:28]=3)=[O:25])=[CH:22][CH:21]=2)[N:11]=1. Given the product [NH2:1][C@H:2]1[CH2:7][CH2:6][C@H:5]([NH:8][C:10]2[N:18]=[C:17]3[C:13]([N:14]=[CH:15][NH:16]3)=[C:12]([NH:19][C:20]3[CH:34]=[CH:33][C:23]([C:24]([NH:26][C:27]4[CH:32]=[CH:31][CH:30]=[CH:29][CH:28]=4)=[O:25])=[CH:22][CH:21]=3)[N:11]=2)[CH2:4][CH2:3]1, predict the reactants needed to synthesize it. (2) Given the product [CH3:1][N:2]1[CH2:7][CH2:6][N:5]([CH2:8][CH2:9][SH:13])[CH2:4][CH2:3]1, predict the reactants needed to synthesize it. The reactants are: [CH3:1][N:2]1[CH2:7][CH2:6][N:5]([CH2:8][CH2:9]Cl)[CH2:4][CH2:3]1.NC(N)=[S:13].[OH-].[Na+]. (3) Given the product [I-:2].[N:79]1([C:10]2[CH:9]=[C:8]([CH2:6][CH3:7])[C:21]3[C:12]([CH:11]=2)=[S+:13][C:14]2[C:19](=[C:18]([CH2:22][CH3:23])[CH:17]=[C:16]([N:90]4[CH2:95][CH2:94][O:93][CH2:92][CH2:91]4)[CH:15]=2)[N:20]=3)[CH2:82][CH2:81][CH2:80]1, predict the reactants needed to synthesize it. The reactants are: O.[I-:2].[I-].[I-].[I-].[CH2:6]([C:8]1[C:21]2[C:12](=[S+:13][C:14]3[C:19]([N:20]=2)=[C:18]([CH2:22][CH3:23])[CH:17]=[CH:16][CH:15]=3)[CH:11]=[CH:10][CH:9]=1)[CH3:7].C(C1C2C(=[S+]C3C(N=2)=C(CC)C=CC=3)C=CC=1)C.C(C1C2C(=[S+]C3C(N=2)=C(CC)C=CC=3)C=CC=1)C.C(C1C2C(=[S+]C3C(N=2)=C(CC)C=CC=3)C=CC=1)C.Cl.[NH:79]1[CH2:82][CH2:81][CH2:80]1.C(N(CC)CC)C.[NH:90]1[CH2:95][CH2:94][O:93][CH2:92][CH2:91]1. (4) Given the product [Br:30][CH2:31]/[CH:32]=[CH:33]/[C:34]([NH:27][C:24]1[CH:25]=[C:26]2[C:21](=[CH:22][C:23]=1[O:28][CH3:29])[N:20]=[CH:19][N:18]=[C:17]2[NH:16][C:4]1[CH:5]=[CH:6][C:7]([O:8][CH2:9][C:10]2[CH:15]=[CH:14][CH:13]=[CH:12][N:11]=2)=[C:2]([Cl:1])[CH:3]=1)=[O:35], predict the reactants needed to synthesize it. The reactants are: [Cl:1][C:2]1[CH:3]=[C:4]([NH:16][C:17]2[C:26]3[C:21](=[CH:22][C:23]([O:28][CH3:29])=[C:24]([NH2:27])[CH:25]=3)[N:20]=[CH:19][N:18]=2)[CH:5]=[CH:6][C:7]=1[O:8][CH2:9][C:10]1[CH:15]=[CH:14][CH:13]=[CH:12][N:11]=1.[Br:30][CH2:31]/[CH:32]=[CH:33]/[C:34](Cl)=[O:35].O. (5) Given the product [Cl:27][C:28]1[CH:33]=[C:32]([N:34]2[CH:38]=[CH:37][CH:36]=[N:35]2)[CH:31]=[CH:30][C:29]=1[C:39]([N:41]1[C:47]2[CH:48]=[CH:49][CH:50]=[CH:51][C:46]=2[CH2:45][N:44]([C:15]([NH:2][C@@H:3]([C:8]2[CH:13]=[CH:12][CH:11]=[CH:10][CH:9]=2)[C:4]([O:6][CH3:7])=[O:5])=[O:16])[C@H:43]([CH3:52])[CH2:42]1)=[O:40], predict the reactants needed to synthesize it. The reactants are: Cl.[NH2:2][C@@H:3]([C:8]1[CH:13]=[CH:12][CH:11]=[CH:10][CH:9]=1)[C:4]([O:6][CH3:7])=[O:5].Cl[C:15](OC1C=CC([N+]([O-])=O)=CC=1)=[O:16].[Cl:27][C:28]1[CH:33]=[C:32]([N:34]2[CH:38]=[CH:37][CH:36]=[N:35]2)[CH:31]=[CH:30][C:29]=1[C:39]([N:41]1[C:47]2[CH:48]=[CH:49][CH:50]=[CH:51][C:46]=2[CH2:45][NH:44][C@H:43]([CH3:52])[CH2:42]1)=[O:40].C(N(CC)C(C)C)(C)C.C(=O)([O-])O.[Na+]. (6) Given the product [C:102]([NH2:107])([O:104][CH2:124][CH:9]1[C:7]2[C:8](=[CH:34][CH:33]=[CH:32][CH:36]=2)[C:20]2[C:25]1=[CH:24][CH:23]=[CH:22][CH:21]=2)=[O:103], predict the reactants needed to synthesize it. The reactants are: CCN([CH:7]([CH3:9])[CH3:8])C(C)C.N(C(OCC1[C:25]2[C:20](=[CH:21][CH:22]=[CH:23][CH:24]=2)[C:25]2[C:20]1=[CH:21][CH:22]=[CH:23][CH:24]=2)=O)CC(O)=O.[CH2:32]1[CH2:36]N([P+](ON2N=NC3C=CC=CC2=3)(N2[CH2:34][CH2:33][CH2:32][CH2:36]2)N2[CH2:34][CH2:33][CH2:32][CH2:36]2)[CH2:34][CH2:33]1.F[P-](F)(F)(F)(F)F.C[C@@H](O)[C@H](N)C(N[C@H](C(N1[C@H](C(N2[C@H](C(N[C@H]([C:102]([OH:104])=[O:103])CCCN=C(N)N)=O)CCC2)=O)CCC1)=O)CCCCN)=O.[N+3:107].S([NH-])(=O)(=O)N.S([NH-])(=O)(=O)N.S([NH-])(=O)(=O)N.I[CH2:124]C#N.C(O)(C(F)(F)F)=O.C1(O)C=CC=CC=1.C([SiH](C(C)C)C(C)C)(C)C. (7) The reactants are: C([N:3](CC)CC)C.N[C:9]1[CH:10]=[N:11][C:12]2[C:17]([C:18]=1[OH:19])=[CH:16][CH:15]=[C:14]([CH3:20])[CH:13]=2.[C:21](Cl)(=[O:25])[CH2:22][CH2:23][CH3:24].CO. Given the product [OH:19][C:18]1([NH:3][C:21](=[O:25])[CH2:22][CH2:23][CH3:24])[C:17]2[C:12](=[CH:13][C:14]([CH3:20])=[CH:15][CH:16]=2)[N:11]=[CH:10][CH2:9]1, predict the reactants needed to synthesize it.